Dataset: Forward reaction prediction with 1.9M reactions from USPTO patents (1976-2016). Task: Predict the product of the given reaction. (1) Given the reactants N1[C:5]([C:6]2[CH:11]=[CH:10][C:9]([C:12]3[C:21](C)=[CH:20][C:19]4[C:14](=[CH:15][CH:16]=[C:17]([O:23][CH3:24])[CH:18]=4)[N:13]=3)=[CH:8][CH:7]=2)=[N:4]N=N1.[OH-:25].[Na+].OO, predict the reaction product. The product is: [CH3:24][O:23][C:17]1[CH:18]=[C:19]2[C:14](=[CH:15][CH:16]=1)[N:13]=[C:12]([C:9]1[CH:10]=[CH:11][C:6]([C:5]([NH2:4])=[O:25])=[CH:7][CH:8]=1)[CH:21]=[CH:20]2. (2) Given the reactants C[O:2][C:3](=[O:34])[CH:4]([NH:11][CH2:12][C:13]1[CH:18]=[CH:17][C:16]([O:19][CH2:20][CH2:21][C:22]2[N:23]=[C:24]([C:28]3[CH:33]=[CH:32][CH:31]=[CH:30][CH:29]=3)[O:25][C:26]=2[CH3:27])=[CH:15][CH:14]=1)[C:5]1[CH:10]=[CH:9][CH:8]=[CH:7][CH:6]=1, predict the reaction product. The product is: [CH3:27][C:26]1[O:25][C:24]([C:28]2[CH:29]=[CH:30][CH:31]=[CH:32][CH:33]=2)=[N:23][C:22]=1[CH2:21][CH2:20][O:19][C:16]1[CH:17]=[CH:18][C:13]([CH2:12][NH:11][CH:4]([C:5]2[CH:6]=[CH:7][CH:8]=[CH:9][CH:10]=2)[C:3]([OH:34])=[O:2])=[CH:14][CH:15]=1. (3) The product is: [NH2:30][C:29]1[C:28]2[C:27](=[CH:34][CH:33]=[CH:32][C:31]=2[N:35]2[CH2:36][C@H:37]([CH3:42])[O:38][C@H:39]([CH3:41])[CH2:40]2)[NH:26][C:21](=[O:23])[C:20]=1[C:12]1[NH:13][C:14]2=[N:15][CH:16]=[CH:17][CH:18]=[C:19]2[N:11]=1. Given the reactants [Li+].C[Si]([N-][Si](C)(C)C)(C)C.[N:11]1[C:19]2[C:14](=[N:15][CH:16]=[CH:17][CH:18]=2)[NH:13][C:12]=1[CH2:20][C:21]([O:23]CC)=O.[NH2:26][C:27]1[CH:34]=[CH:33][CH:32]=[C:31]([N:35]2[CH2:40][C@H:39]([CH3:41])[O:38][C@H:37]([CH3:42])[CH2:36]2)[C:28]=1[C:29]#[N:30], predict the reaction product. (4) The product is: [O:24]1[C:23]2([CH2:28][CH2:29][CH:20]([O:19][C:14]3[CH:15]=[C:16]4[C:11](=[CH:12][C:13]=3[O:30][CH3:31])[N:10]=[CH:9][NH:8][C:17]4=[O:18])[CH2:21][CH2:22]2)[O:27][CH2:26][CH2:25]1. Given the reactants C([N:8]1[C:17](=[O:18])[C:16]2[C:11](=[CH:12][C:13]([O:30][CH3:31])=[C:14]([O:19][CH:20]3[CH2:29][CH2:28][C:23]4([O:27][CH2:26][CH2:25][O:24]4)[CH2:22][CH2:21]3)[CH:15]=2)[N:10]=[CH:9]1)C1C=CC=CC=1.[H][H], predict the reaction product. (5) Given the reactants [N:1]1([C:6]2[CH:25]=[CH:24][C:9]([O:10][CH2:11][CH2:12][C@@H:13]3[CH2:15][C@@H:14]3[CH:16]3[CH2:21][CH2:20][N:19]([C:22]#[N:23])[CH2:18][CH2:17]3)=[CH:8][CH:7]=2)[CH:5]=[N:4][N:3]=[N:2]1.[OH:26][NH:27][C:28](=N)[CH:29]([CH3:31])[CH3:30], predict the reaction product. The product is: [N:1]1([C:6]2[CH:7]=[CH:8][C:9]([O:10][CH2:11][CH2:12][C@@H:13]3[CH2:15][C@@H:14]3[CH:16]3[CH2:17][CH2:18][N:19]([C:22]4[O:26][N:27]=[C:28]([CH:29]([CH3:31])[CH3:30])[N:23]=4)[CH2:20][CH2:21]3)=[CH:24][CH:25]=2)[CH:5]=[N:4][N:3]=[N:2]1.